From a dataset of Full USPTO retrosynthesis dataset with 1.9M reactions from patents (1976-2016). Predict the reactants needed to synthesize the given product. (1) Given the product [NH2:6][C:7]1[CH:8]=[CH:9][CH:10]=[CH:11][C:1]=1[C:2]([NH:16][CH2:14][CH3:15])=[O:4], predict the reactants needed to synthesize it. The reactants are: [C:1]12[C:7](=[CH:8][CH:9]=[CH:10][CH:11]=1)[NH:6]C(=O)[O:4][C:2]2=O.O.[CH2:14]([NH2:16])[CH3:15]. (2) Given the product [Cl:8][C:6]1[N:5]=[CH:4][N:3]=[C:2]([NH:18][C:19]2[CH:20]=[CH:21][C:22]([NH:25][C:26](=[O:29])[CH:27]=[CH2:28])=[CH:23][CH:24]=2)[N:7]=1, predict the reactants needed to synthesize it. The reactants are: Cl[C:2]1[N:7]=[C:6]([Cl:8])[N:5]=[CH:4][N:3]=1.C(N(CC)C(C)C)(C)C.[NH2:18][C:19]1[CH:24]=[CH:23][C:22]([NH:25][C:26](=[O:29])[CH:27]=[CH2:28])=[CH:21][CH:20]=1.